Dataset: Full USPTO retrosynthesis dataset with 1.9M reactions from patents (1976-2016). Task: Predict the reactants needed to synthesize the given product. (1) Given the product [NH:23]1[C:22]2[CH:32]=[CH:33][CH:34]=[CH:35][C:21]=2[N:20]=[C:19]1[O:18][C:15]1[CH:16]=[CH:17][C:12]([C:5]2[C:6]3=[N:7][CH:8]=[CH:9][CH:10]=[C:11]3[N:3]([CH2:1][CH3:2])[N:4]=2)=[CH:13][CH:14]=1, predict the reactants needed to synthesize it. The reactants are: [CH2:1]([N:3]1[C:11]2[C:6](=[N:7][CH:8]=[CH:9][CH:10]=2)[C:5]([C:12]2[CH:17]=[CH:16][C:15]([O:18][C:19]3[N:23](COCC[Si](C)(C)C)[C:22]4[CH:32]=[CH:33][CH:34]=[CH:35][C:21]=4[N:20]=3)=[CH:14][CH:13]=2)=[N:4]1)[CH3:2].Cl.[OH-].[Na+]. (2) Given the product [C:1]([C:3]1[CH:4]=[CH:5][C:6]([C:7]([NH:13][CH2:14][CH2:15][CH2:16][C:17]([O:19][CH2:20][CH3:21])=[O:18])=[O:9])=[CH:10][CH:11]=1)#[N:2], predict the reactants needed to synthesize it. The reactants are: [C:1]([C:3]1[CH:11]=[CH:10][C:6]([C:7]([OH:9])=O)=[CH:5][CH:4]=1)#[N:2].Cl.[NH2:13][CH2:14][CH2:15][CH2:16][C:17]([O:19][CH2:20][CH3:21])=[O:18].C1C=CC2N(O)N=NC=2C=1.CCN=C=NCCCN(C)C. (3) Given the product [F:1][C:2]([F:7])([C:8]1[CH:9]=[CH:10][C:11]([C:12]([O:14][CH3:15])=[O:13])=[CH:16][CH:17]=1)[C:3]([OH:5])=[O:4], predict the reactants needed to synthesize it. The reactants are: [F:1][C:2]([C:8]1[CH:17]=[CH:16][C:11]([C:12]([O:14][CH3:15])=[O:13])=[CH:10][CH:9]=1)([F:7])[C:3]([O:5]C)=[O:4].[OH-].[Na+]. (4) Given the product [CH:1]1([CH2:5][NH:6][C:7]([C:9]2[C:10]([C:16]([F:19])([F:18])[F:17])=[N:11][C:12]([NH:23][C:22]3[CH:24]=[CH:25][CH:26]=[C:27]([C:28]([F:29])([F:30])[F:31])[C:21]=3[F:20])=[N:13][CH:14]=2)=[O:8])[CH2:4][CH2:3][CH2:2]1, predict the reactants needed to synthesize it. The reactants are: [CH:1]1([CH2:5][NH:6][C:7]([C:9]2[C:10]([C:16]([F:19])([F:18])[F:17])=[N:11][C:12](Cl)=[N:13][CH:14]=2)=[O:8])[CH2:4][CH2:3][CH2:2]1.[F:20][C:21]1[C:27]([C:28]([F:31])([F:30])[F:29])=[CH:26][CH:25]=[CH:24][C:22]=1[NH2:23]. (5) The reactants are: [Br:1][C:2]1[CH:7]=[CH:6][C:5]([C:8]#[C:9][CH2:10][OH:11])=[CH:4][CH:3]=1. Given the product [Br:1][C:2]1[CH:3]=[CH:4][C:5]([CH2:8][CH2:9][CH2:10][OH:11])=[CH:6][CH:7]=1, predict the reactants needed to synthesize it.